Dataset: Full USPTO retrosynthesis dataset with 1.9M reactions from patents (1976-2016). Task: Predict the reactants needed to synthesize the given product. (1) Given the product [CH3:6][CH:5]1[N:7]2[C:8]([CH2:9][O:10][C:11]3[C:12]2=[CH:13][C:14]([N+:17]([O-:19])=[O:18])=[CH:15][CH:16]=3)=[N:24][NH:23][C:4]1=[O:21], predict the reactants needed to synthesize it. The reactants are: C(O[C:4](=[O:21])[CH:5]([N:7]1[C:12]2[CH:13]=[C:14]([N+:17]([O-:19])=[O:18])[CH:15]=[CH:16][C:11]=2[O:10][CH2:9][C:8]1=S)[CH3:6])C.O.[NH2:23][NH2:24]. (2) Given the product [N:16]1[C:25]2[C:20](=[CH:21][CH:22]=[CH:23][CH:24]=2)[C:19]([C@@H:26]2[NH:2][CH:3]([C:6]([OH:8])=[O:7])[CH2:4][S:5]2)=[CH:18][CH:17]=1, predict the reactants needed to synthesize it. The reactants are: Cl.[NH2:2][C@H:3]([C:6]([OH:8])=[O:7])[CH2:4][SH:5].C([O-])(=O)C.[K+].CO.[N:16]1[C:25]2[C:20](=[CH:21][CH:22]=[CH:23][CH:24]=2)[C:19]([CH:26]=O)=[CH:18][CH:17]=1. (3) Given the product [NH2:1][C:4]1[CH:9]=[CH:8][C:7]([C:10]2[S:11][CH:12]=[CH:13][CH:14]=2)=[CH:6][C:5]=1[NH:15][C:16](=[O:26])[O:17][CH2:18][CH:19]1[CH2:22][N:21]([C:23](=[O:25])[CH3:24])[CH2:20]1, predict the reactants needed to synthesize it. The reactants are: [N+:1]([C:4]1[CH:9]=[CH:8][C:7]([C:10]2[S:11][CH:12]=[CH:13][CH:14]=2)=[CH:6][C:5]=1[NH:15][C:16](=[O:26])[O:17][CH2:18][CH:19]1[CH2:22][N:21]([C:23](=[O:25])[CH3:24])[CH2:20]1)([O-])=O.C([O-])=O.[NH4+].